This data is from Full USPTO retrosynthesis dataset with 1.9M reactions from patents (1976-2016). The task is: Predict the reactants needed to synthesize the given product. Given the product [C:12]([O:11][C:9]([NH:33][C:28]1[C:27]([NH2:34])=[CH:32][CH:31]=[CH:30][CH:29]=1)=[O:10])([CH3:13])([CH3:14])[CH3:15], predict the reactants needed to synthesize it. The reactants are: O([C:9]([O:11][C:12]([CH3:15])([CH3:14])[CH3:13])=[O:10])[C:9]([O:11][C:12]([CH3:15])([CH3:14])[CH3:13])=[O:10].C1COCC1.C(=O)([O-])[O-].[K+].[K+].[C:27]1([NH2:34])[CH:32]=[CH:31][CH:30]=[CH:29][C:28]=1[NH2:33].